Predict the reaction yield, written as a fraction of the theoretical maximum amount of product (1.0 means a 100% yield; for example, 0.34 means a 34% yield). From a dataset of Reaction yield outcomes from USPTO patents with 853,638 reactions. (1) The reactants are [C:1]([O:5][C:6]([N:8]1[CH2:13][CH2:12][CH2:11][CH:10]([CH2:14][OH:15])[CH2:9]1)=[O:7])([CH3:4])([CH3:3])[CH3:2].[Cl:16][C:17]1[CH:22]=[CH:21][C:20]([C:23]2[CH:28]=[CH:27][C:26]([CH2:29]Cl)=[CH:25][CH:24]=2)=[CH:19][CH:18]=1. No catalyst specified. The product is [C:1]([O:5][C:6]([N:8]1[CH2:13][CH2:12][CH2:11][CH:10]([CH2:14][O:15][CH2:29][C:26]2[CH:25]=[CH:24][C:23]([C:20]3[CH:21]=[CH:22][C:17]([Cl:16])=[CH:18][CH:19]=3)=[CH:28][CH:27]=2)[CH2:9]1)=[O:7])([CH3:4])([CH3:3])[CH3:2]. The yield is 0.860. (2) The reactants are [OH:1][C:2]1[CH:9]=[CH:8][C:5]([CH:6]=[O:7])=[CH:4][CH:3]=1.C([O-])([O-])=O.[K+].[K+].I[CH2:17][CH2:18][CH2:19][CH2:20][CH2:21][CH2:22][CH2:23][CH2:24][CH2:25][CH3:26].O. The catalyst is CN(C=O)C. The product is [CH2:17]([O:1][C:2]1[CH:9]=[CH:8][C:5]([CH:6]=[O:7])=[CH:4][CH:3]=1)[CH2:18][CH2:19][CH2:20][CH2:21][CH2:22][CH2:23][CH2:24][CH2:25][CH3:26]. The yield is 0.970. (3) The reactants are [C:1]([C:5]1[O:9][N:8]=[C:7]([NH:10][C:11]([NH:13][C:14]2[CH:19]=[CH:18][CH:17]=[C:16]([O:20][C:21]3[C:30]4[C:25](=[CH:26][C:27]([O:33][C@H:34]5[CH2:38][CH2:37][NH:36][CH2:35]5)=[C:28]([O:31][CH3:32])[CH:29]=4)[N:24]=[CH:23][N:22]=3)[CH:15]=2)=[O:12])[CH:6]=1)([CH3:4])([CH3:3])[CH3:2].C(N(CC)C(C)C)(C)C.FC(F)(F)S(O[CH2:54][CH:55]([F:57])[F:56])(=O)=O. The catalyst is C(Cl)Cl. The product is [C:1]([C:5]1[O:9][N:8]=[C:7]([NH:10][C:11]([NH:13][C:14]2[CH:19]=[CH:18][CH:17]=[C:16]([O:20][C:21]3[C:30]4[C:25](=[CH:26][C:27]([O:33][C@H:34]5[CH2:38][CH2:37][N:36]([CH2:54][CH:55]([F:57])[F:56])[CH2:35]5)=[C:28]([O:31][CH3:32])[CH:29]=4)[N:24]=[CH:23][N:22]=3)[CH:15]=2)=[O:12])[CH:6]=1)([CH3:4])([CH3:2])[CH3:3]. The yield is 0.440. (4) The reactants are [CH:1]12[N:8]([C:9]3[N:14]=[C:13]([C:15]4[CH:21]=[CH:20][C:18]([NH2:19])=[CH:17][CH:16]=4)[N:12]=[C:11]4[N:22]([CH2:25][C:26]([F:29])([F:28])[F:27])[N:23]=[CH:24][C:10]=34)[CH:5]([CH2:6][CH2:7]1)[CH2:4][O:3][CH2:2]2.ClC(Cl)(OC(=O)OC(Cl)(Cl)Cl)Cl.C1(N)CC1.[N:46]([C:49]1[CH:54]=[CH:53]C(C2N=C3N(CC(F)(F)F)N=CC3=C(N3C4CCC3COC4)N=2)=CC=1)=[C:47]=[O:48]. The catalyst is ClCCl.C(N(CC)CC)C. The product is [CH:49]1([NH:46][C:47]([NH:19][C:18]2[CH:20]=[CH:21][C:15]([C:13]3[N:12]=[C:11]4[N:22]([CH2:25][C:26]([F:28])([F:27])[F:29])[N:23]=[CH:24][C:10]4=[C:9]([N:8]4[CH:5]5[CH2:6][CH2:7][CH:1]4[CH2:2][O:3][CH2:4]5)[N:14]=3)=[CH:16][CH:17]=2)=[O:48])[CH2:54][CH2:53]1. The yield is 0.410. (5) The reactants are [NH2:1][C:2]1[C:11]2[N:10]=[CH:9][CH:8]=[CH:7][C:6]=2[C:5]([C:12]#[N:13])=[CH:4][CH:3]=1.[Cl:14][C:15]1[CH:20]=[CH:19][C:18]([S:21](Cl)(=[O:23])=[O:22])=[C:17]([N+:25]([O-:27])=[O:26])[CH:16]=1.[H-].[Na+]. The catalyst is C1COCC1. The product is [Cl:14][C:15]1[CH:20]=[CH:19][C:18]([S:21]([NH:1][C:2]2[CH:3]=[CH:4][C:5]([C:12]#[N:13])=[C:6]3[C:11]=2[N:10]=[CH:9][CH:8]=[CH:7]3)(=[O:23])=[O:22])=[C:17]([N+:25]([O-:27])=[O:26])[CH:16]=1. The yield is 0.260. (6) The reactants are [NH2:1][C:2]1[N:6]([C:7]2[CH:12]=[CH:11][CH:10]=[CH:9][CH:8]=2)[N:5]=[C:4]([C:13]([NH:15][CH3:16])=[O:14])[C:3]=1[CH3:17].C1(C2C=CC([CH2:27][O:28]C)=CC=2CN)CC1.[F:32][CH:33]([F:46])[O:34][C:35]1[CH:40]=[CH:39][C:38]([CH2:41][O:42][CH3:43])=[CH:37][C:36]=1[CH2:44][NH2:45]. No catalyst specified. The product is [F:32][CH:33]([F:46])[O:34][C:35]1[CH:40]=[CH:39][C:38]([CH2:41][O:42][CH3:43])=[CH:37][C:36]=1[CH2:44][NH:45][C:27](=[O:28])[NH:1][C:2]1[N:6]([C:7]2[CH:12]=[CH:11][CH:10]=[CH:9][CH:8]=2)[N:5]=[C:4]([C:13]([NH:15][CH3:16])=[O:14])[C:3]=1[CH3:17]. The yield is 0.390. (7) The reactants are [F:1][CH:2]([F:32])[C:3]1[N:7]([C:8]2[N:13]=[C:12]([N:14]3[CH2:19][CH2:18][O:17][CH2:16][CH2:15]3)[N:11]=[C:10]([N:20]3[CH2:25][CH2:24][NH:23][CH2:22][CH2:21]3)[N:9]=2)[C:6]2[CH:26]=[CH:27][CH:28]=[C:29]([O:30][CH3:31])[C:5]=2[N:4]=1.Cl.Cl.[CH3:35][N:36]([CH3:49])[CH2:37][CH2:38][CH2:39][S:40](N1CCNCC1)(=[O:42])=[O:41].CCN(C(C)C)C(C)C. The catalyst is CS(C)=O.O. The product is [F:32][CH:2]([F:1])[C:3]1[N:7]([C:8]2[N:13]=[C:12]([N:14]3[CH2:15][CH2:16][O:17][CH2:18][CH2:19]3)[N:11]=[C:10]([N:20]3[CH2:25][CH2:24][N:23]([S:40]([CH2:39][CH2:38][CH2:37][N:36]([CH3:49])[CH3:35])(=[O:42])=[O:41])[CH2:22][CH2:21]3)[N:9]=2)[C:6]2[CH:26]=[CH:27][CH:28]=[C:29]([O:30][CH3:31])[C:5]=2[N:4]=1. The yield is 0.400.